This data is from Full USPTO retrosynthesis dataset with 1.9M reactions from patents (1976-2016). The task is: Predict the reactants needed to synthesize the given product. (1) Given the product [F:12][C:13]1[CH:18]=[CH:17][C:16]([CH2:11][CH2:9][N:5]2[CH2:4][CH:3]([CH2:2][OH:1])[O:7][C:6]2=[O:8])=[CH:15][CH:14]=1, predict the reactants needed to synthesize it. The reactants are: [OH:1][CH2:2][CH:3]1[O:7][C:6](=[O:8])[N:5]([CH:9]([CH3:11])C)[CH2:4]1.[F:12][C:13]1[CH:18]=[CH:17][C:16](CCN)=[CH:15][CH:14]=1.C(N)(C)C. (2) Given the product [C:14]([O:13][C:11]([N:7]1[C:8]2[C:4](=[CH:3][C:2]([I:1])=[CH:10][CH:9]=2)[CH:5]=[CH:6]1)=[O:12])([CH3:17])([CH3:16])[CH3:15], predict the reactants needed to synthesize it. The reactants are: [I:1][C:2]1[CH:3]=[C:4]2[C:8](=[CH:9][CH:10]=1)[NH:7][CH:6]=[CH:5]2.[C:11](O[C:11]([O:13][C:14]([CH3:17])([CH3:16])[CH3:15])=[O:12])([O:13][C:14]([CH3:17])([CH3:16])[CH3:15])=[O:12]. (3) Given the product [NH2:22][C:18]1([C:15]2[CH:14]=[CH:13][C:12]([C:10]3[C:9]([C:30]4[CH:31]=[CH:32][CH:33]=[CH:34][CH:35]=4)=[CH:8][C:7]4[N:2]([CH3:1])[S:3](=[O:37])(=[O:36])[CH2:4][O:5][C:6]=4[N:11]=3)=[CH:17][CH:16]=2)[CH2:19][CH2:20][CH2:21]1, predict the reactants needed to synthesize it. The reactants are: [CH3:1][N:2]1[C:7]2[CH:8]=[C:9]([C:30]3[CH:35]=[CH:34][CH:33]=[CH:32][CH:31]=3)[C:10]([C:12]3[CH:17]=[CH:16][C:15]([C:18]4([NH:22]C(=O)OC(C)(C)C)[CH2:21][CH2:20][CH2:19]4)=[CH:14][CH:13]=3)=[N:11][C:6]=2[O:5][CH2:4][S:3]1(=[O:37])=[O:36]. (4) Given the product [Cl:1][C:2]1[CH:3]=[CH:4][C:5]([C:8]2[N:12]([C:13]3[CH:18]=[CH:17][C:16]([Cl:19])=[CH:15][C:14]=3[Cl:20])[N:11]=[C:10]([C:21]3[NH:26][N:25]=[N:24][N:22]=3)[C:9]=2[CH3:23])=[CH:6][CH:7]=1, predict the reactants needed to synthesize it. The reactants are: [Cl:1][C:2]1[CH:7]=[CH:6][C:5]([C:8]2[N:12]([C:13]3[CH:18]=[CH:17][C:16]([Cl:19])=[CH:15][C:14]=3[Cl:20])[N:11]=[C:10]([C:21]#[N:22])[C:9]=2[CH3:23])=[CH:4][CH:3]=1.[N-:24]=[N+:25]=[N-:26].[Na+].[Cl-].[NH4+].